The task is: Regression. Given a peptide amino acid sequence and an MHC pseudo amino acid sequence, predict their binding affinity value. This is MHC class I binding data.. This data is from Peptide-MHC class I binding affinity with 185,985 pairs from IEDB/IMGT. The peptide sequence is AISDYDYYR. The MHC is HLA-A33:01 with pseudo-sequence HLA-A33:01. The binding affinity (normalized) is 0.428.